This data is from Full USPTO retrosynthesis dataset with 1.9M reactions from patents (1976-2016). The task is: Predict the reactants needed to synthesize the given product. (1) Given the product [OH:1][C:2]1[CH:7]=[CH:6][C:5]([CH2:8][CH2:9][CH:10]=[O:11])=[CH:4][C:3]=1[O:15][CH3:16], predict the reactants needed to synthesize it. The reactants are: [OH:1][C:2]1[CH:7]=[CH:6][C:5]([CH2:8][CH2:9][C:10](OCC)=[O:11])=[CH:4][C:3]=1[O:15][CH3:16].CC(C[AlH]CC(C)C)C. (2) Given the product [O:21]=[C:10]1[CH:9]([N:8]2[C:23]([C:32]3[CH:33]=[CH:34][CH:35]=[CH:36][CH:37]=3)=[C:24]([C:25]([O:27][CH2:28][CH3:29])=[O:26])[N:30]=[CH:31]2)[CH2:14][CH2:13][CH2:12][N:11]1[C:15]1[CH:16]=[CH:17][CH:18]=[CH:19][CH:20]=1, predict the reactants needed to synthesize it. The reactants are: FC(F)(F)C(O)=O.[NH2:8][CH:9]1[CH2:14][CH2:13][CH2:12][N:11]([C:15]2[CH:20]=[CH:19][CH:18]=[CH:17][CH:16]=2)[C:10]1=[O:21].Br[C:23]([C:32]1[CH:37]=[CH:36][CH:35]=[CH:34][CH:33]=1)=[C:24]([N+:30]#[C-:31])[C:25]([O:27][CH2:28][CH3:29])=[O:26].C(N(CC)C(C)C)(C)C. (3) Given the product [CH3:15][C:12]1([CH3:16])[C:13](=[O:14])[CH:8]([C:5]2[CH:6]=[CH:7][C:2]([C:21]#[C:22][CH3:23])=[CH:3][C:4]=2[CH3:20])[C:9](=[O:19])[C:10]([CH3:18])([CH3:17])[O:11]1, predict the reactants needed to synthesize it. The reactants are: Br[C:2]1[CH:7]=[CH:6][C:5]([CH:8]2[C:13](=[O:14])[C:12]([CH3:16])([CH3:15])[O:11][C:10]([CH3:18])([CH3:17])[C:9]2=[O:19])=[C:4]([CH3:20])[CH:3]=1.[CH2:21]([Sn](CCCC)(CCCC)C#CC)[CH2:22][CH2:23]C. (4) Given the product [Cl:8][C:6]1[N:5]=[C:4]([C:9]2[CH:14]=[CH:13][CH:12]=[C:11]([CH3:15])[N:10]=2)[N:3]=[C:2]([NH:26][CH2:25][C:20]2[CH:21]=[CH:22][CH:23]=[C:24]3[C:19]=2[CH:18]=[CH:17][NH:16]3)[CH:7]=1, predict the reactants needed to synthesize it. The reactants are: Cl[C:2]1[CH:7]=[C:6]([Cl:8])[N:5]=[C:4]([C:9]2[CH:14]=[CH:13][CH:12]=[C:11]([CH3:15])[N:10]=2)[N:3]=1.[NH:16]1[C:24]2[C:19](=[C:20]([CH2:25][NH2:26])[CH:21]=[CH:22][CH:23]=2)[CH:18]=[CH:17]1.C([O-])([O-])=O.[K+].[K+].